Task: Regression. Given two drug SMILES strings and cell line genomic features, predict the synergy score measuring deviation from expected non-interaction effect.. Dataset: Merck oncology drug combination screen with 23,052 pairs across 39 cell lines (1) Drug 1: CCC1(O)CC2CN(CCc3c([nH]c4ccccc34)C(C(=O)OC)(c3cc4c(cc3OC)N(C)C3C(O)(C(=O)OC)C(OC(C)=O)C5(CC)C=CCN6CCC43C65)C2)C1. Synergy scores: synergy=-51.8. Drug 2: Cn1nnc2c(C(N)=O)ncn2c1=O. Cell line: LOVO. (2) Drug 1: Cn1nnc2c(C(N)=O)ncn2c1=O. Drug 2: CC1(c2nc3c(C(N)=O)cccc3[nH]2)CCCN1. Cell line: CAOV3. Synergy scores: synergy=24.4. (3) Drug 1: CN(Cc1cnc2nc(N)nc(N)c2n1)c1ccc(C(=O)NC(CCC(=O)O)C(=O)O)cc1. Drug 2: NC1(c2ccc(-c3nc4ccn5c(=O)[nH]nc5c4cc3-c3ccccc3)cc2)CCC1. Cell line: OV90. Synergy scores: synergy=-1.20. (4) Drug 1: O=C(NOCC(O)CO)c1ccc(F)c(F)c1Nc1ccc(I)cc1F. Drug 2: CNC(=O)c1cc(Oc2ccc(NC(=O)Nc3ccc(Cl)c(C(F)(F)F)c3)cc2)ccn1. Cell line: HT144. Synergy scores: synergy=16.4. (5) Drug 1: O=C(O)C1(Cc2cccc(Nc3nccs3)n2)CCC(Oc2cccc(Cl)c2F)CC1. Drug 2: Cc1nc(Nc2ncc(C(=O)Nc3c(C)cccc3Cl)s2)cc(N2CCN(CCO)CC2)n1. Cell line: DLD1. Synergy scores: synergy=10.5.